From a dataset of Catalyst prediction with 721,799 reactions and 888 catalyst types from USPTO. Predict which catalyst facilitates the given reaction. (1) Reactant: C(OC([N:8]1[CH2:13][CH2:12][CH:11]([OH:14])[CH2:10][CH2:9]1)=O)(C)(C)C.[F:15][C:16]([F:33])([F:32])[O:17][C:18]1[CH:31]=[CH:30][C:21]([O:22][C:23]2[CH:28]=[CH:27][C:26](O)=[CH:25][CH:24]=2)=[CH:20][CH:19]=1.C1(P(C2C=CC=CC=2)C2C=CC=CC=2)C=CC=CC=1.CC(OC(/N=N/C(OC(C)C)=O)=O)C.[ClH:67]. Product: [ClH:67].[F:15][C:16]([F:32])([F:33])[O:17][C:18]1[CH:31]=[CH:30][C:21]([O:22][C:23]2[CH:28]=[CH:27][C:26]([O:14][CH:11]3[CH2:10][CH2:9][NH:8][CH2:13][CH2:12]3)=[CH:25][CH:24]=2)=[CH:20][CH:19]=1. The catalyst class is: 523. (2) Reactant: [NH2:1][C:2]1[CH:3]=[C:4]([CH:16]=[C:17](Br)[CH:18]=1)[C:5]([NH:7][CH2:8][CH2:9][N:10]1[CH2:15][CH2:14][O:13][CH2:12][CH2:11]1)=[O:6].[C:20]([Si:22]([CH:29]([CH3:31])[CH3:30])([CH:26]([CH3:28])[CH3:27])[CH:23]([CH3:25])[CH3:24])#[CH:21]. Product: [NH2:1][C:2]1[CH:3]=[C:4]([CH:16]=[C:17]([C:21]#[C:20][Si:22]([CH:23]([CH3:25])[CH3:24])([CH:29]([CH3:31])[CH3:30])[CH:26]([CH3:28])[CH3:27])[CH:18]=1)[C:5]([NH:7][CH2:8][CH2:9][N:10]1[CH2:15][CH2:14][O:13][CH2:12][CH2:11]1)=[O:6]. The catalyst class is: 441. (3) Reactant: [NH3:1].Br[CH2:3][C:4]1[N:13]=[C:7]2[CH:8]=[CH:9][C:10]([Cl:12])=[CH:11][N:6]2[N:5]=1. Product: [Cl:12][C:10]1[CH:9]=[CH:8][C:7]2[N:6]([N:5]=[C:4]([CH2:3][NH2:1])[N:13]=2)[CH:11]=1. The catalyst class is: 12.